From a dataset of Catalyst prediction with 721,799 reactions and 888 catalyst types from USPTO. Predict which catalyst facilitates the given reaction. (1) Reactant: [CH3:1][O:2][C:3](=[O:32])[CH:4]=[CH:5][C:6]1[CH:11]=[CH:10][C:9]([O:12][C:13]2[CH:18]=[CH:17][C:16]([CH2:19][CH:20]([NH:24][C:25]([O:27][C:28]([CH3:31])([CH3:30])[CH3:29])=[O:26])[C:21]([OH:23])=[O:22])=[CH:15][CH:14]=2)=[CH:8][CH:7]=1.[H][H]. Product: [C:28]([O:27][C:25]([NH:24][CH:20]([CH2:19][C:16]1[CH:17]=[CH:18][C:13]([O:12][C:9]2[CH:8]=[CH:7][C:6]([CH2:5][CH2:4][C:3]([O:2][CH3:1])=[O:32])=[CH:11][CH:10]=2)=[CH:14][CH:15]=1)[C:21]([OH:23])=[O:22])=[O:26])([CH3:30])([CH3:31])[CH3:29]. The catalyst class is: 227. (2) Reactant: [C:1]([C:3]1[CH:4]=[C:5](B(O)O)[CH:6]=[CH:7][CH:8]=1)#[N:2].C(=O)([O-])[O-].[K+].[K+].Br[C:19]1[CH:27]=[C:26]2[C:22]([CH:23]=[N:24][NH:25]2)=[C:21]([NH:28][C:29]([C:31]2[N:32]=[C:33]([CH3:36])[S:34][CH:35]=2)=[O:30])[CH:20]=1. Product: [C:1]([C:3]1[CH:4]=[C:5]([C:19]2[CH:27]=[C:26]3[C:22]([CH:23]=[N:24][NH:25]3)=[C:21]([NH:28][C:29]([C:31]3[N:32]=[C:33]([CH3:36])[S:34][CH:35]=3)=[O:30])[CH:20]=2)[CH:6]=[CH:7][CH:8]=1)#[N:2]. The catalyst class is: 75. (3) Reactant: [CH2:1]([O:3][C:4]1[CH:32]=[C:31]([F:33])[C:7]([CH2:8][N:9]2[C:17]3[C:12](=[CH:13][CH:14]=[CH:15][CH:16]=3)[C:11]([C:18]3[N:23]=[C:22]([NH:24][C:25]4[CH:30]=[CH:29][N:28]=[CH:27][CH:26]=4)[CH:21]=[CH:20][N:19]=3)=[N:10]2)=[C:6]([F:34])[CH:5]=1)[CH3:2].C(N(CC)CC)C.[C:42](Cl)(=[O:44])[CH3:43]. Product: [CH2:1]([O:3][C:4]1[CH:32]=[C:31]([F:33])[C:7]([CH2:8][N:9]2[C:17]3[C:12](=[CH:13][CH:14]=[CH:15][CH:16]=3)[C:11]([C:18]3[N:23]=[C:22]([N:24]([C:25]4[CH:30]=[CH:29][N:28]=[CH:27][CH:26]=4)[C:42](=[O:44])[CH3:43])[CH:21]=[CH:20][N:19]=3)=[N:10]2)=[C:6]([F:34])[CH:5]=1)[CH3:2]. The catalyst class is: 4. (4) Reactant: [F:1][C:2]([F:18])([F:17])[CH2:3][CH2:4][NH:5][C:6]([C:8]1[CH:16]=[CH:15][C:11]([C:12]([OH:14])=O)=[CH:10][CH:9]=1)=[O:7].[C:19]([NH:22][NH2:23])(=O)[CH3:20].C(P1(=O)OP(CCC)(=O)OP(CCC)(=O)O1)CC.CCN(C(C)C)C(C)C. Product: [CH3:20][C:19]1[O:14][C:12]([C:11]2[CH:10]=[CH:9][C:8]([C:6]([NH:5][CH2:4][CH2:3][C:2]([F:1])([F:18])[F:17])=[O:7])=[CH:16][CH:15]=2)=[N:23][N:22]=1. The catalyst class is: 13. (5) The catalyst class is: 136. Product: [F:1][C:2]1[CH:3]=[C:4]([NH:5][N:16]=[C:15]2[CH:14]=[N:13][N:12]=[C:11]2[NH2:10])[CH:6]=[CH:7][C:8]=1[F:9]. Reactant: [F:1][C:2]1[CH:3]=[C:4]([CH:6]=[CH:7][C:8]=1[F:9])[NH2:5].[NH2:10][C:11]1[CH:15]=[CH:14][NH:13][N:12]=1.[NH2:16]C1C=CC=CC=1. (6) Reactant: [OH:1][CH2:2][CH2:3][N:4]1[CH2:9][CH2:8][N:7]([C:10]2[N:11]([C:21]3[CH:26]=[CH:25][CH:24]=[CH:23][CH:22]=3)[C:12]3[C:17]([C:18]=2[CH:19]=[O:20])=[CH:16][CH:15]=[CH:14][CH:13]=3)[CH2:6][CH2:5]1.[ClH:27]. Product: [ClH:27].[OH:1][CH2:2][CH2:3][N:4]1[CH2:5][CH2:6][N:7]([C:10]2[N:11]([C:21]3[CH:26]=[CH:25][CH:24]=[CH:23][CH:22]=3)[C:12]3[C:17]([C:18]=2[CH:19]=[O:20])=[CH:16][CH:15]=[CH:14][CH:13]=3)[CH2:8][CH2:9]1. The catalyst class is: 5. (7) Reactant: Cl[C:2]1[CH:11]=[CH:10][C:5]([C:6]([O:8][CH3:9])=[O:7])=[C:4]([NH:12][CH2:13][CH2:14][C:15]2[CH:20]=[CH:19][CH:18]=[C:17]([F:21])[CH:16]=2)[N:3]=1.[Cl-].[C:23]([C:25]1[CH:30]=[CH:29][CH:28]=[CH:27][C:26]=1B(O)O)#[N:24].C([O-])([O-])=O.[K+].[K+]. Product: [C:23]([C:25]1[CH:30]=[CH:29][CH:28]=[CH:27][C:26]=1[C:2]1[CH:11]=[CH:10][C:5]([C:6]([O:8][CH3:9])=[O:7])=[C:4]([NH:12][CH2:13][CH2:14][C:15]2[CH:20]=[CH:19][CH:18]=[C:17]([F:21])[CH:16]=2)[N:3]=1)#[N:24]. The catalyst class is: 431.